From a dataset of Catalyst prediction with 721,799 reactions and 888 catalyst types from USPTO. Predict which catalyst facilitates the given reaction. (1) Reactant: [F:1][C:2]([F:11])([F:10])[C:3]1[CH:8]=[CH:7][C:6]([OH:9])=[CH:5][CH:4]=1.F[C:13]1[CH:20]=[CH:19][C:16]([CH:17]=[O:18])=[CH:15][CH:14]=1.C([O-])([O-])=O.[Cs+].[Cs+]. Product: [F:1][C:2]([F:10])([F:11])[C:3]1[CH:4]=[CH:5][C:6]([O:9][C:13]2[CH:20]=[CH:19][C:16]([CH:17]=[O:18])=[CH:15][CH:14]=2)=[CH:7][CH:8]=1. The catalyst class is: 18. (2) Reactant: Br[CH2:2][C:3]([N:5]1[CH2:9][CH2:8][CH2:7][C@H:6]1[C:10]#[N:11])=[O:4].[NH2:12][CH:13]([CH2:24][CH:25]([CH3:27])[CH3:26])[C:14]([N:16]1[CH2:20][CH2:19][CH2:18][CH:17]1[C:21]([NH2:23])=[O:22])=[O:15]. Product: [C:10]([C@@H:6]1[CH2:7][CH2:8][CH2:9][N:5]1[C:3](=[O:4])[CH2:2][NH:12][C@@H:13]([CH2:24][CH:25]([CH3:27])[CH3:26])[C:14]([N:16]1[CH2:20][CH2:19][CH2:18][C@H:17]1[C:21]([NH2:23])=[O:22])=[O:15])#[N:11]. The catalyst class is: 1.